Dataset: Forward reaction prediction with 1.9M reactions from USPTO patents (1976-2016). Task: Predict the product of the given reaction. Given the reactants [CH3:1][O:2][C:3]1[CH:12]=[C:11]2[C:6]([N:7]=[CH:8][C:9](=[O:16])[N:10]2CC=C)=[CH:5][CH:4]=1.C[N+]1([O-])CC[O:21]CC1.O1CCCC1.O.[CH3:31][C:32]([CH3:34])=[O:33], predict the reaction product. The product is: [OH:33][CH:32]([CH2:34][OH:21])[CH2:31][N:10]1[C:11]2[C:6](=[CH:5][CH:4]=[C:3]([O:2][CH3:1])[CH:12]=2)[N:7]=[CH:8][C:9]1=[O:16].